This data is from Experimentally validated miRNA-target interactions with 360,000+ pairs, plus equal number of negative samples. The task is: Binary Classification. Given a miRNA mature sequence and a target amino acid sequence, predict their likelihood of interaction. (1) The miRNA is hsa-miR-654-5p with sequence UGGUGGGCCGCAGAACAUGUGC. The protein sequence of the target gene is MSPGSGVKSEYMKRYQEPRWEEYGPCYRELLHYRLGRRLLEQAHAPWLWDDWGPAGSSEDSASSESSGAGGPAPRCAPPSPPPPVEPATQEEAERRARGAPEEQDAEAGDAEAEDAEDAALPALPVKDVEDKPEQQTRTRETDKSPTSTEPRQQPSALFARGNRKAVKSPQRSSSKIKENKHPFALYGWGEKQTDTGSQKTHNVCASAPVHEIHESALRAKNRRQVEKRKLVAQRQRAHSVDVEKNRKMKASSSENPWMTEYMRCYSARA. Result: 1 (interaction). (2) The miRNA is hsa-miR-4303 with sequence UUCUGAGCUGAGGACAG. The protein sequence of the target gene is MDPQPPPPAQGSPPHRGRGRGRGRGRGRGRGRGRGGAGAPRAPLPCPTCGRLFRFPYYLSRHRLSHSGLRPHACPLCPKAFRRPAHLSRHLRGHGPQPPLRCAACPRTFPEPAQLRRHLAQEHAGGEVELAIERVAKETAEPSWGPQDEGSEPPTTAAAGATEEEAVAAWPETWPAGEPSTLAAPTSAAEPRESESEEAEAGAAELRAELALAAGRQEEKQVLLQADWTLLCLRCREAFATKGELKAHPCLRPEGEQEGEGGPPPRPKRHQCSICLKAFARPWSLSRHRLVHSTDRPFVC.... Result: 1 (interaction). (3) Result: 1 (interaction). The protein sequence of the target gene is MADDKVAILTDDEEEQKRKYVLADPFNGISREPEPPSNETPSSTETSAIPEEEIDWIEKHCVKINNDLLISKVFYFFFYSAYGSLYPLLPVYYKQLGMSPSQSGLLVGIRYFIEFCSAPFWGVVADRFKKGKIVLLFSLLCWVLFNLGIGFVKPATLRCVPKIRPTTHPTNASHQLTILPTNSSFTSFLTISPKMREKRNLLETRLNVSDTVTLPTAPNMNSEPTLQPQTGEITNRMMDLTLNSSTATPVSPGSVTKETTTVIVTTTKSLPSDQVMLVYDQQEVEAIFLVILVVVIIGEF.... The miRNA is hsa-miR-146b-5p with sequence UGAGAACUGAAUUCCAUAGGCUG. (4) The miRNA is mmu-miR-302d-3p with sequence UAAGUGCUUCCAUGUUUGAGUGU. The protein sequence of the target gene is MWSLTASEGESTTAHFFLGAGDEGLGTRGIGMRPEESDSELLEDEEDEVPPEPQIIVGICAMTKKSKSKPMTQILERLCRFDYLTVVILGEDVILNEPVENWPSCHCLISFHSKGFPLDKAVAYSKLRNPFLINDLAMQYYIQDRREVYRILQEEGIDLPRYAVLNRDPARPEECNLIEGEDQVEVNGAVFPKPFVEKPVSAEDHNVYIYYPSSAGGGSQRLFRKIGSRSSVYSPESSVRKTGSYIYEEFMPTDGTDVKVYTVGPDYAHAEARKSPALDGKVERDSEGKEIRYPVMLTAM.... Result: 0 (no interaction). (5) The miRNA is mmu-miR-207 with sequence GCUUCUCCUGGCUCUCCUCCCUC. The protein sequence of the target gene is MSTVVSEGRNDGNNRYSPQDEVEDRLPDVVDNRLTENMRVPSFERLPSPTPRYFGSCKWFNVSKGYGFVIDDITGEDLFVHQSNLNMQGFRSLDEGERVSYYIQERSNGKGREAYAVSGEVEGQGLKGSRIHPLGRKKAVSLRCFRCGKFATHKAKSCPNVKTDAKVCYTCGSEEHVSSICPERRRKHRPEQVAAEEAEAARMAAEKSSPTTSDDDIREKNSNSSDE. Result: 0 (no interaction). (6) The miRNA is mmu-miR-467a-5p with sequence UAAGUGCCUGCAUGUAUAUGCG. The protein sequence of the target gene is MNDPFARMETRGPQGAANPMDSSRSLGDLGPFPREVGRGAPLAPGARNPATAGASRSQGGGHEDRTADRALGPRAGEELDRESWVREKVLFLLHPERWLGTRGDPAREEVAGAEDLPHAGGEDHGEEPNYPSVFQRQKRISGRRVAPPRDAADPPKYVLVRVEDYQVTQEVLQTSWAKGRMTTRTEEHFVTALTFRSSREGQPGERWGPAESRALQARTGASRVHAAGRRVSPSPGTWLEEIKL. Result: 0 (no interaction). (7) The miRNA is mmu-miR-6934-3p with sequence ACCUCUGCUCCUGCCCCACCAG. The protein sequence of the target gene is MEASGSSSQSQDSGGVHRETEDHYQETELHKHHGKARERYKRDKSSSSSSSSSSSSSSSSSSSSSSSDSSDEDQPSRGPRKHRRRPRRDSLRGADHGELEVLKDELQLCGGAAGEMVPTGESGLRRRGSGSAEGEVEASQLRRLNIKKDDEFFHFVLLCFAIGALLVCYHYYADWFMSLGVGLLTFASLETIGIYFGLVYRIHSVLQGFIPLLQKFRLPGFRRTN. Result: 0 (no interaction).